This data is from Peptide-MHC class II binding affinity with 134,281 pairs from IEDB. The task is: Regression. Given a peptide amino acid sequence and an MHC pseudo amino acid sequence, predict their binding affinity value. This is MHC class II binding data. (1) The peptide sequence is DFNEFISFCNANPGL. The MHC is DRB1_0401 with pseudo-sequence DRB1_0401. The binding affinity (normalized) is 0.743. (2) The peptide sequence is YTTEGGTKTEAEDVI. The MHC is DRB4_0101 with pseudo-sequence DRB4_0103. The binding affinity (normalized) is 0.163. (3) The peptide sequence is GMKVKNTIAATSFAA. The MHC is DRB1_0101 with pseudo-sequence DRB1_0101. The binding affinity (normalized) is 0.0530.